This data is from Forward reaction prediction with 1.9M reactions from USPTO patents (1976-2016). The task is: Predict the product of the given reaction. Given the reactants [Br:1][C:2]1[N:3]([CH2:19][C:20]([O:22][C:23]([CH3:26])([CH3:25])[CH3:24])=[O:21])[C:4]2[C:9]([C:10]=1[CH:11]1[CH2:16][CH2:15][CH2:14][CH2:13][CH2:12]1)=[CH:8][CH:7]=[C:6]([C:17]#[N:18])[CH:5]=2.CCN(C(C)C)C(C)C.Cl.N[OH:38].[C:39]([N:46]1C=CN=C1)(N1C=CN=C1)=[O:40], predict the reaction product. The product is: [Br:1][C:2]1[N:3]([CH2:19][C:20]([O:22][C:23]([CH3:26])([CH3:25])[CH3:24])=[O:21])[C:4]2[C:9]([C:10]=1[CH:11]1[CH2:16][CH2:15][CH2:14][CH2:13][CH2:12]1)=[CH:8][CH:7]=[C:6]([C:17]1[NH:46][C:39](=[O:40])[O:38][N:18]=1)[CH:5]=2.